From a dataset of Forward reaction prediction with 1.9M reactions from USPTO patents (1976-2016). Predict the product of the given reaction. (1) Given the reactants [CH3:1][O:2][C:3]1[CH:4]=[C:5]([CH:9]=[CH:10][C:11]=1[NH:12][CH:13]([C:18]1[CH:22]=[C:21]([C:23]2[CH:28]=[CH:27][CH:26]=[CH:25][CH:24]=2)[O:20][C:19]=1[CH3:29])[CH2:14][CH:15]([CH3:17])[CH3:16])C(O)=O.[CH3:30][NH:31][CH2:32][CH2:33][C:34]([O:36]CC)=[O:35].Cl.C(N=C=NCCCN(C)C)C.O.[OH:52][C:53]1C2N=NNC=2C=CC=1, predict the reaction product. The product is: [CH3:1][O:2][C:3]1[CH:4]=[C:5]([C:53]([N:31]([CH3:30])[CH2:32][CH2:33][C:34]([OH:36])=[O:35])=[O:52])[CH:9]=[CH:10][C:11]=1[NH:12][CH:13]([C:18]1[CH:22]=[C:21]([C:23]2[CH:24]=[CH:25][CH:26]=[CH:27][CH:28]=2)[O:20][C:19]=1[CH3:29])[CH2:14][CH:15]([CH3:16])[CH3:17]. (2) Given the reactants [Cl:1][C:2]1[CH:3]=[C:4]([CH:7]=[CH:8][C:9]=1[O:10][CH2:11][CH:12]([CH3:14])[CH3:13])[CH:5]=O.[C:15]([NH:18][NH2:19])([NH2:17])=[NH:16].Cl.CC[OH:23], predict the reaction product. The product is: [C:11]([OH:23])(=[O:10])[CH3:12].[Cl:1][C:2]1[CH:3]=[C:4]([CH:7]=[CH:8][C:9]=1[O:10][CH2:11][CH:12]([CH3:14])[CH3:13])[CH:5]=[N:19][NH:18][C:15]([NH2:17])=[NH:16]. (3) The product is: [NH:1]1[C:9]2[C:4](=[CH:5][CH:6]=[C:7]3[O:12][CH2:11][CH2:10][C:8]3=2)[CH:3]=[CH:2]1. Given the reactants [NH:1]1[C:9]2[C:4](=[CH:5][CH:6]=[C:7]3[O:12][CH2:11][CH2:10][C:8]3=2)[CH:3]=[C:2]1C(O)=O.O1C2C=C3C(CCN3)=CC=2C=C1C(O)=O.CCCCCCC, predict the reaction product. (4) The product is: [NH2:7][C@@:8]1([C:18]([O:20][CH2:22][C:23]2[O:24][C:25](=[O:29])[O:26][C:27]=2[CH3:28])=[O:19])[C@@H:13]([F:14])[CH2:12][C@@H:11]2[C@H:9]1[C@H:10]2[C:15]([O:17][CH2:22][C:23]1[O:24][C:25](=[O:29])[O:26][C:27]=1[CH3:28])=[O:16]. Given the reactants C(OC([NH:7][C@@:8]1([C:18]([OH:20])=[O:19])[C@@H:13]([F:14])[CH2:12][C@@H:11]2[C@H:9]1[C@H:10]2[C:15]([OH:17])=[O:16])=O)C=C.Br[CH2:22][C:23]1[O:24][C:25](=[O:29])[O:26][C:27]=1[CH3:28], predict the reaction product. (5) Given the reactants [F:1][C:2]([F:8])([F:7])[CH2:3][CH2:4][CH2:5]I.[C:9]([O-:12])(=[S:11])[CH3:10].[K+], predict the reaction product. The product is: [C:9]([S:11][CH2:5][CH2:4][CH2:3][C:2]([F:8])([F:7])[F:1])(=[O:12])[CH3:10]. (6) Given the reactants [O:1]=[C:2]1[CH2:5][CH:4]([C:6]([O:8][CH2:9][CH3:10])=[O:7])[CH2:3]1.[F:11][C:12]1[CH:17]=[CH:16][C:15]([Mg]Br)=[CH:14][CH:13]=1, predict the reaction product. The product is: [F:11][C:12]1[CH:17]=[CH:16][C:15]([C:2]2([OH:1])[CH2:5][CH:4]([C:6]([O:8][CH2:9][CH3:10])=[O:7])[CH2:3]2)=[CH:14][CH:13]=1.